From a dataset of Reaction yield outcomes from USPTO patents with 853,638 reactions. Predict the reaction yield, written as a fraction of the theoretical maximum amount of product (1.0 means a 100% yield; for example, 0.34 means a 34% yield). (1) The reactants are [Na].[NH2:2][C:3]1[CH:4]=[C:5]([OH:12])[C:6](=[CH:10][CH:11]=1)[C:7]([O-:9])=[O:8].[CH2:13]([O:20][C:21](Cl)=[O:22])[C:14]1[CH:19]=[CH:18][CH:17]=[CH:16][CH:15]=1.Cl. The catalyst is [OH-].[Na+]. The product is [CH2:13]([O:20][C:21]([NH:2][C:3]1[CH:11]=[CH:10][C:6]([C:7]([OH:9])=[O:8])=[C:5]([OH:12])[CH:4]=1)=[O:22])[C:14]1[CH:19]=[CH:18][CH:17]=[CH:16][CH:15]=1. The yield is 0.680. (2) The product is [F:1][C:2]([C:5]1[CH:9]=[C:8]([NH:10][C:20](=[O:28])[O:21][C:22]2[CH:27]=[CH:26][CH:25]=[CH:24][CH:23]=2)[O:7][N:6]=1)([CH3:4])[CH3:3]. The reactants are [F:1][C:2]([C:5]1[CH:9]=[C:8]([NH2:10])[O:7][N:6]=1)([CH3:4])[CH3:3].C(C1C=C(N[C:20](=[O:28])[O:21][C:22]2[CH:27]=[CH:26][CH:25]=[CH:24][CH:23]=2)ON=1)(C)C. The yield is 0.680. No catalyst specified. (3) The reactants are CC[C@@]1(O)C(=O)[O:7]CC2C(N3C(=CC1=2)C1N=C2C(C=CC=C2)=CC=1C3)=O.C(O)(=O)C1C=CC=CC=1.[CH2:36]1[CH2:41][CH2:40][CH:39]([N:42]=[C:43]=[N:44][CH:45]2[CH2:50][CH2:49][CH2:48][CH2:47][CH2:46]2)[CH2:38][CH2:37]1. The catalyst is CN(C1C=CN=CC=1)C.CN(C=O)C. The product is [CH:45]1([NH:44][C:43](=[O:7])[NH:42][CH:39]2[CH2:38][CH2:37][CH2:36][CH2:41][CH2:40]2)[CH2:50][CH2:49][CH2:48][CH2:47][CH2:46]1. The yield is 0.380. (4) The reactants are [Cl:1][CH2:2][CH2:3][CH2:4][S:5]([O:8][CH2:9][C:10]([CH3:25])([CH3:24])[CH:11]([O:14][CH2:15][C:16]1[CH:21]=[CH:20][C:19]([O:22][CH3:23])=[CH:18][CH:17]=1)[CH:12]=[O:13])(=[O:7])=[O:6].CC(C)=[O:28]. No catalyst specified. The product is [Cl:1][CH2:2][CH2:3][CH2:4][S:5]([O:8][CH2:9][C:10]([CH3:25])([CH3:24])[CH:11]([O:14][CH2:15][C:16]1[CH:21]=[CH:20][C:19]([O:22][CH3:23])=[CH:18][CH:17]=1)[C:12]([OH:28])=[O:13])(=[O:7])=[O:6]. The yield is 0.870. (5) The reactants are [CH3:1][C:2]([OH:24])([CH3:23])[CH2:3][N:4]1[C:8]2[CH:9]=[CH:10][CH:11]=[C:12]([CH3:13])[C:7]=2[N:6]=[C:5]1[C:14]1[CH:19]=[CH:18][CH:17]=[CH:16][C:15]=1[N+]([O-])=O.[H-].[Na+]. The catalyst is CN(C=O)C. The product is [CH3:1][C:2]1([CH3:23])[CH2:3][N:4]2[C:5](=[N:6][C:7]3[C:12]([CH3:13])=[CH:11][CH:10]=[CH:9][C:8]=32)[C:14]2[CH:19]=[CH:18][CH:17]=[CH:16][C:15]=2[O:24]1. The yield is 0.680. (6) The reactants are O1CCCCC1[N:7]1[C:15]2[C:10](=[CH:11][C:12]([C:16]3[N:20]=[CH:19][N:18](C(C4C=CC=CC=4)(C4C=CC=CC=4)C4C=CC=CC=4)[N:17]=3)=[CH:13][CH:14]=2)[C:9]([C:40]2[CH:41]=[C:42]([NH:46][C:47](=[O:55])[CH2:48][C:49]3[CH:54]=[CH:53][CH:52]=[CH:51][CH:50]=3)[CH:43]=[CH:44][CH:45]=2)=[N:8]1. The catalyst is O1CCOCC1.Cl. The product is [NH:18]1[CH:19]=[N:20][C:16]([C:12]2[CH:11]=[C:10]3[C:15](=[CH:14][CH:13]=2)[NH:7][N:8]=[C:9]3[C:40]2[CH:41]=[C:42]([NH:46][C:47](=[O:55])[CH2:48][C:49]3[CH:50]=[CH:51][CH:52]=[CH:53][CH:54]=3)[CH:43]=[CH:44][CH:45]=2)=[N:17]1. The yield is 0.480. (7) The reactants are Cl[C:2]1[N:7]2[N:8]=[C:9]([CH3:11])[CH:10]=[C:6]2[N:5]=[C:4]([NH:12][C:13](=[O:24])[C:14]2[CH:19]=[CH:18][C:17]([C:20]([OH:23])([CH3:22])[CH3:21])=[CH:16][CH:15]=2)[CH:3]=1.CC1(C)C(C)(C)OB([C:33]2[CH:34]=[CH:35][C:36]3[O:40][CH:39]=[CH:38][C:37]=3[CH:41]=2)O1.O1CCOCC1. The catalyst is CO.C1(P(C2C=CC=CC=2)[C-]2C=CC=C2)C=CC=CC=1.[C-]1(P(C2C=CC=CC=2)C2C=CC=CC=2)C=CC=C1.[Fe+2].Cl[Pd]Cl. The product is [O:40]1[C:36]2[CH:35]=[CH:34][C:33]([C:2]3[N:7]4[N:8]=[C:9]([CH3:11])[CH:10]=[C:6]4[N:5]=[C:4]([NH:12][C:13](=[O:24])[C:14]4[CH:19]=[CH:18][C:17]([C:20]([OH:23])([CH3:22])[CH3:21])=[CH:16][CH:15]=4)[CH:3]=3)=[CH:41][C:37]=2[CH:38]=[CH:39]1. The yield is 0.350. (8) The reactants are Cl.[Cl:2][C:3]1[CH:8]=[CH:7][N:6]=[C:5]([C:9]([NH:11][CH3:12])=[O:10])[CH:4]=1. The catalyst is CC(C)=O. The product is [ClH:2].[Cl:2][C:3]1[CH:8]=[CH:7][N:6]=[C:5]([C:9]([NH:11][CH3:12])=[O:10])[CH:4]=1. The yield is 0.860. (9) The reactants are [C:1]1([C:11]2[CH:16]=[CH:15][CH:14]=[CH:13][CH:12]=2)[CH:6]=[CH:5][C:4]([CH2:7][C:8]([OH:10])=O)=[CH:3][CH:2]=1.CN(C(ON1N=NC2C=CC=CC1=2)=[N+](C)C)C.F[P-](F)(F)(F)(F)F.CCN(C(C)C)C(C)C.[Br:50][C:51]1[C:60]2[C:55](=[CH:56][CH:57]=[CH:58][CH:59]=2)[CH:54]=[C:53]([NH2:61])[N:52]=1.C(O)(=O)CC(CC(O)=O)(C(O)=O)O. The catalyst is CN(C=O)C.O. The product is [C:1]1([C:11]2[CH:16]=[CH:15][CH:14]=[CH:13][CH:12]=2)[CH:2]=[CH:3][C:4]([CH2:7][C:8]([NH:61][C:53]2[N:52]=[C:51]([Br:50])[C:60]3[C:55]([CH:54]=2)=[CH:56][CH:57]=[CH:58][CH:59]=3)=[O:10])=[CH:5][CH:6]=1. The yield is 0.860.